The task is: Predict the reactants needed to synthesize the given product.. This data is from Full USPTO retrosynthesis dataset with 1.9M reactions from patents (1976-2016). (1) Given the product [NH2:8][CH:9]1[CH2:10][CH2:11][N:12]([C:15]2[CH:16]=[CH:17][C:18]([CH2:19][C@@H:20]([C:32]([O:34][CH3:35])=[O:33])[NH:21][C:22](=[O:31])[C:23]3[C:28]([Cl:29])=[CH:27][CH:26]=[CH:25][C:24]=3[Cl:30])=[CH:36][CH:37]=2)[CH2:13][CH2:14]1, predict the reactants needed to synthesize it. The reactants are: C(OC([NH:8][CH:9]1[CH2:14][CH2:13][N:12]([C:15]2[CH:37]=[CH:36][C:18]([CH2:19][C@@H:20]([C:32]([O:34][CH3:35])=[O:33])[NH:21][C:22](=[O:31])[C:23]3[C:28]([Cl:29])=[CH:27][CH:26]=[CH:25][C:24]=3[Cl:30])=[CH:17][CH:16]=2)[CH2:11][CH2:10]1)=O)(C)(C)C.C(O)(C(F)(F)F)=O. (2) Given the product [CH3:21][C:22]1[C:23]([N:29]2[CH2:30][CH2:31][N:32]([C:13]([C:12]3[CH:17]=[CH:18][C:9]([N:4]4[CH:5]([CH3:8])[C:6](=[O:7])[N:2]([CH3:1])[C:3]4=[O:20])=[N:10][C:11]=3[CH3:19])=[O:15])[CH2:33][CH2:34]2)=[N:24][CH:25]=[C:26]([CH3:28])[CH:27]=1, predict the reactants needed to synthesize it. The reactants are: [CH3:1][N:2]1[C:6](=[O:7])[CH:5]([CH3:8])[N:4]([C:9]2[CH:18]=[CH:17][C:12]([C:13]([O:15]C)=O)=[C:11]([CH3:19])[N:10]=2)[C:3]1=[O:20].[CH3:21][C:22]1[C:23]([N:29]2[CH2:34][CH2:33][NH:32][CH2:31][CH2:30]2)=[N:24][CH:25]=[C:26]([CH3:28])[CH:27]=1. (3) Given the product [CH3:28][C:25]1[N:24]=[C:23]([C:29]2[CH:34]=[N:33][CH:32]=[CH:31][N:30]=2)[C:22]([O:21][C:19]2[CH:20]=[CH:15][N:16]=[C:17]([NH:6][C:5]3[CH:7]=[C:8]([O:12][CH3:13])[C:9]([O:10][CH3:11])=[C:3]([O:2][CH3:1])[CH:4]=3)[CH:18]=2)=[CH:27][CH:26]=1, predict the reactants needed to synthesize it. The reactants are: [CH3:1][O:2][C:3]1[CH:4]=[C:5]([CH:7]=[C:8]([O:12][CH3:13])[C:9]=1[O:10][CH3:11])[NH2:6].Cl[C:15]1[CH:20]=[C:19]([O:21][C:22]2[C:23]([C:29]3[CH:34]=[N:33][CH:32]=[CH:31][N:30]=3)=[N:24][C:25]([CH3:28])=[CH:26][CH:27]=2)[CH:18]=[CH:17][N:16]=1.CC1(C)C2C(=C(P(C3C=CC=CC=3)C3C=CC=CC=3)C=CC=2)OC2C(P(C3C=CC=CC=3)C3C=CC=CC=3)=CC=CC1=2.C([O-])([O-])=O.[Cs+].[Cs+]. (4) The reactants are: [C:1]([O:5][C:6]([C:8]1([CH3:29])[N:12]2[C:13](=[O:28])[C:14]([NH:17][C:18]([O:20][CH2:21][C:22]3[CH:27]=[CH:26][CH:25]=[CH:24][CH:23]=3)=[O:19])=[CH:15][N:16]=[C:11]2[CH2:10][CH2:9]1)=[O:7])([CH3:4])([CH3:3])[CH3:2].C(OC(NC1C(=O)N2[C@H](C(OC(C)(C)C)=O)CCC2=NC=1)=O)[C:31]1[CH:36]=[CH:35][CH:34]=[CH:33][CH:32]=1.C(Br)C1C=CC=CC=1. Given the product [C:1]([O:5][C:6]([C:8]1([CH2:29][C:31]2[CH:36]=[CH:35][CH:34]=[CH:33][CH:32]=2)[N:12]2[C:13](=[O:28])[C:14]([NH:17][C:18]([O:20][CH2:21][C:22]3[CH:27]=[CH:26][CH:25]=[CH:24][CH:23]=3)=[O:19])=[CH:15][N:16]=[C:11]2[CH2:10][CH2:9]1)=[O:7])([CH3:4])([CH3:2])[CH3:3], predict the reactants needed to synthesize it. (5) Given the product [Cl:13][C:3]1[CH:2]=[CH:7][CH:6]=[CH:5][C:4]=1[S:8][CH2:9][CH2:10][CH2:23][CH2:24][CH2:25][C:26]([OH:28])=[O:27], predict the reactants needed to synthesize it. The reactants are: Cl[C:2]1[CH:3]=[C:4]([S:8][CH2:9][C:10](O)=O)[CH:5]=[CH:6][CH:7]=1.[Cl:13]C1C=CC=CC=1S.BrC[CH2:23][CH2:24][CH2:25][C:26]([O:28]CC)=[O:27].[OH-].[K+]. (6) The reactants are: [Br:1][C:2]1[CH:3]=[C:4]2[C:10]([CH:11]([O:14]C)OC)=[N:9][NH:8][C:5]2=[CH:6][N:7]=1.[O:16]1[CH:21]=[CH:20][CH2:19][CH2:18][CH2:17]1.CC1C=CC(S(O)(=O)=O)=CC=1. Given the product [Br:1][C:2]1[CH:3]=[C:4]2[C:10]([CH:11]=[O:14])=[N:9][N:8]([CH:17]3[CH2:18][CH2:19][CH2:20][CH2:21][O:16]3)[C:5]2=[CH:6][N:7]=1, predict the reactants needed to synthesize it. (7) Given the product [C:19]([O:18][C:16](=[O:17])[N:11]([S:8]([C:6]1[CH:7]=[C:2]([Br:1])[CH:3]=[CH:4][C:5]=1[OH:15])(=[O:10])=[O:9])[CH2:12][CH2:13][Cl:14])([CH3:22])([CH3:21])[CH3:20], predict the reactants needed to synthesize it. The reactants are: [Br:1][C:2]1[CH:3]=[CH:4][C:5]([OH:15])=[C:6]([S:8]([NH:11][CH2:12][CH2:13][Cl:14])(=[O:10])=[O:9])[CH:7]=1.[C:16](O[C:16]([O:18][C:19]([CH3:22])([CH3:21])[CH3:20])=[O:17])([O:18][C:19]([CH3:22])([CH3:21])[CH3:20])=[O:17].CN(C1C=CC=CN=1)C.C(N(CC)CC)C. (8) Given the product [OH:44][CH:2]([CH2:3][OH:30])[CH2:1][O:4][C:5]1[C:14]([C:15]#[N:16])=[C:13]([C:17]2[CH:22]=[CH:21][CH:20]=[C:19]([F:23])[CH:18]=2)[C:12]2[C:7](=[CH:8][CH:9]=[C:10]([O:24][CH3:25])[CH:11]=2)[N:6]=1, predict the reactants needed to synthesize it. The reactants are: [CH2:1]([O:4][C:5]1[C:14]([C:15]#[N:16])=[C:13]([C:17]2[CH:22]=[CH:21][CH:20]=[C:19]([F:23])[CH:18]=2)[C:12]2[C:7](=[CH:8][CH:9]=[C:10]([O:24][CH3:25])[CH:11]=2)[N:6]=1)[CH:2]=[CH2:3].C[N+]1([O-])CC[O:30]CC1.CC(O)(C)C.C1COCC1.[OH2:44].